Dataset: Peptide-MHC class II binding affinity with 134,281 pairs from IEDB. Task: Regression. Given a peptide amino acid sequence and an MHC pseudo amino acid sequence, predict their binding affinity value. This is MHC class II binding data. (1) The peptide sequence is RLVAKLFKDYSSVVRPVED. The MHC is DRB1_0101 with pseudo-sequence DRB1_0101. The binding affinity (normalized) is 0.394. (2) The peptide sequence is GGVVQPGRSLRLSCA. The MHC is HLA-DQA10102-DQB10602 with pseudo-sequence HLA-DQA10102-DQB10602. The binding affinity (normalized) is 0.345. (3) The peptide sequence is HYLALLVKYAAGDGN. The MHC is DRB1_0901 with pseudo-sequence DRB1_0901. The binding affinity (normalized) is 0.303. (4) The peptide sequence is WVMANMAPENLADASL. The binding affinity (normalized) is 0. The MHC is DRB1_0701 with pseudo-sequence DRB1_0701. (5) The peptide sequence is LYKYKVVKIEPLGVAPTKAK. The MHC is DRB4_0101 with pseudo-sequence DRB4_0103. The binding affinity (normalized) is 0.729.